The task is: Regression. Given a peptide amino acid sequence and an MHC pseudo amino acid sequence, predict their binding affinity value. This is MHC class II binding data.. This data is from Peptide-MHC class II binding affinity with 134,281 pairs from IEDB. (1) The peptide sequence is GELQIVDKIDAAFII. The MHC is DRB4_0101 with pseudo-sequence DRB4_0103. The binding affinity (normalized) is 0.689. (2) The peptide sequence is PWQSGSGGVWREMHH. The MHC is HLA-DQA10501-DQB10302 with pseudo-sequence HLA-DQA10501-DQB10302. The binding affinity (normalized) is 0.310. (3) The peptide sequence is SKAALTSKLDAAYKL. The MHC is DRB1_1201 with pseudo-sequence DRB1_1201. The binding affinity (normalized) is 0.669. (4) The MHC is DRB5_0101 with pseudo-sequence DRB5_0101. The peptide sequence is CYKLEHPVTGCGE. The binding affinity (normalized) is 0. (5) The peptide sequence is EKKYFAATQFEGLAA. The MHC is DRB1_0701 with pseudo-sequence DRB1_0701. The binding affinity (normalized) is 0.740. (6) The peptide sequence is VALFAVFLGSAHGIP. The MHC is DRB4_0101 with pseudo-sequence DRB4_0103. The binding affinity (normalized) is 0.119. (7) The peptide sequence is DLGKKRFLLIRNSTW. The MHC is DRB4_0101 with pseudo-sequence DRB4_0103. The binding affinity (normalized) is 0.558.